This data is from Catalyst prediction with 721,799 reactions and 888 catalyst types from USPTO. The task is: Predict which catalyst facilitates the given reaction. (1) Reactant: [F:1][C:2]1[CH:3]=[C:4]([CH:50]=[CH:51][CH:52]=1)[CH2:5][N:6]1[CH:10]=[C:9]([C:11]2[C:19]3[C:14](=[N:15][CH:16]=[C:17]([C:20]4[CH:25]=[CH:24][C:23]([N:26]5[CH2:32][CH2:31][CH2:30][N:29](C(OC(C)(C)C)=O)[CH2:28][CH2:27]5)=[CH:22][CH:21]=4)[CH:18]=3)[N:13]([S:40]([C:43]3[CH:49]=[CH:48][C:46]([CH3:47])=[CH:45][CH:44]=3)(=[O:42])=[O:41])[CH:12]=2)[CH:8]=[N:7]1. Product: [N:26]1([C:23]2[CH:24]=[CH:25][C:20]([C:17]3[CH:18]=[C:19]4[C:11]([C:9]5[CH:8]=[N:7][N:6]([CH2:5][C:4]6[CH:50]=[CH:51][CH:52]=[C:2]([F:1])[CH:3]=6)[CH:10]=5)=[CH:12][N:13]([S:40]([C:43]5[CH:44]=[CH:45][C:46]([CH3:47])=[CH:48][CH:49]=5)(=[O:42])=[O:41])[C:14]4=[N:15][CH:16]=3)=[CH:21][CH:22]=2)[CH2:32][CH2:31][CH2:30][NH:29][CH2:28][CH2:27]1. The catalyst class is: 137. (2) Reactant: [CH3:1][N:2]1[CH2:7][CH2:6][CH2:5][CH2:4][CH2:3]1.[Br:8][CH2:9][CH2:10][CH2:11][CH:12](Br)[CH2:13][CH3:14]. Product: [Br-:8].[CH2:9]([N+:2]1([CH3:1])[CH2:7][CH2:6][CH2:5][CH2:4][CH2:3]1)[CH2:10][CH2:11][CH2:12][CH2:13][CH2:14][N+:2]1([CH3:1])[CH2:7][CH2:6][CH2:5][CH2:4][CH2:3]1.[Br-:8]. The catalyst class is: 9. (3) Reactant: C[O:2][C:3]([C:5]1([C:8]2[CH:13]=[CH:12][C:11]([C:14]3[CH:19]=[CH:18][C:17]([N:20]4[CH:24]=[N:23][N:22]=[C:21]4[NH:25][C:26]([O:28][C@@H:29]([C:31]4[CH:36]=[CH:35][CH:34]=[CH:33][CH:32]=4)[CH3:30])=[O:27])=[CH:16][CH:15]=3)=[CH:10][CH:9]=2)[CH2:7][CH2:6]1)=[O:4].O1CCCC1.[Li+].[OH-]. Product: [C:31]1([C@H:29]([O:28][C:26]([NH:25][C:21]2[N:20]([C:17]3[CH:18]=[CH:19][C:14]([C:11]4[CH:10]=[CH:9][C:8]([C:5]5([C:3]([OH:4])=[O:2])[CH2:6][CH2:7]5)=[CH:13][CH:12]=4)=[CH:15][CH:16]=3)[CH:24]=[N:23][N:22]=2)=[O:27])[CH3:30])[CH:36]=[CH:35][CH:34]=[CH:33][CH:32]=1. The catalyst class is: 5.